This data is from Peptide-MHC class II binding affinity with 134,281 pairs from IEDB. The task is: Regression. Given a peptide amino acid sequence and an MHC pseudo amino acid sequence, predict their binding affinity value. This is MHC class II binding data. (1) The peptide sequence is HGLDVKFHTQAFSAH. The MHC is DRB1_0701 with pseudo-sequence DRB1_0701. The binding affinity (normalized) is 0.620. (2) The peptide sequence is NKAGVRIYVDIVLNH. The MHC is DRB5_0101 with pseudo-sequence DRB5_0101. The binding affinity (normalized) is 0.171. (3) The peptide sequence is EIKYFAATQFEPLAA. The MHC is HLA-DQA10501-DQB10301 with pseudo-sequence HLA-DQA10501-DQB10301. The binding affinity (normalized) is 0.196. (4) The peptide sequence is EKKYFAATQFEPLGA. The MHC is HLA-DPA10103-DPB10601 with pseudo-sequence HLA-DPA10103-DPB10601. The binding affinity (normalized) is 0.929. (5) The peptide sequence is AFKVAATAANATPAN. The MHC is DRB1_1001 with pseudo-sequence DRB1_1001. The binding affinity (normalized) is 0.885.